The task is: Predict the reactants needed to synthesize the given product.. This data is from Full USPTO retrosynthesis dataset with 1.9M reactions from patents (1976-2016). (1) Given the product [CH3:35][O:34][C:32](=[O:33])[C:31]1[CH:36]=[CH:37][CH:38]=[C:29]([O:28][CH2:24][C:21]2[CH:22]=[CH:23][C:18]([C:17]3[O:16][N:15]=[C:14]([CH3:26])[C:13]=3[NH:12][C:11]([O:10][CH:8]([C:3]3[CH:4]=[CH:5][CH:6]=[CH:7][C:2]=3[Cl:1])[CH3:9])=[O:27])=[CH:19][CH:20]=2)[CH:30]=1, predict the reactants needed to synthesize it. The reactants are: [Cl:1][C:2]1[CH:7]=[CH:6][CH:5]=[CH:4][C:3]=1[CH:8]([O:10][C:11](=[O:27])[NH:12][C:13]1[C:14]([CH3:26])=[N:15][O:16][C:17]=1[C:18]1[CH:23]=[CH:22][C:21]([CH2:24]Cl)=[CH:20][CH:19]=1)[CH3:9].[OH:28][C:29]1[CH:30]=[C:31]([CH:36]=[CH:37][CH:38]=1)[C:32]([O:34][CH3:35])=[O:33].C(=O)([O-])[O-].[K+].[K+]. (2) Given the product [CH3:16][C:14]1[CH:13]=[CH:12][C:10]2[NH:11][C:7]([C:5]3[C:4]([CH2:17][CH2:18][CH3:19])=[C:3]([S:2][CH3:1])[NH:24][N:23]=3)=[N:8][C:9]=2[CH:15]=1, predict the reactants needed to synthesize it. The reactants are: [CH3:1][S:2][C:3](SC)=[C:4]([CH2:17][CH2:18][CH3:19])[C:5]([C:7]1[NH:11][C:10]2[CH:12]=[CH:13][C:14]([CH3:16])=[CH:15][C:9]=2[N:8]=1)=O.O.[NH2:23][NH2:24]. (3) Given the product [CH3:1][N:17]([CH2:16][CH2:15][N:9]1[CH2:10][CH2:11][O:12][CH2:13][CH2:14]1)[C:18]1[CH:27]=[C:26]2[C:21]([CH:22]=[C:23]([C:29]3[CH:30]=[CH:31][CH:32]=[CH:33][CH:34]=3)[NH:24][C:25]2=[O:28])=[CH:20][CH:19]=1, predict the reactants needed to synthesize it. The reactants are: [C:1](O)(=O)C.C([BH3-])#N.[Na+].[N:9]1([CH2:15][CH2:16][NH:17][C:18]2[CH:27]=[C:26]3[C:21]([CH:22]=[C:23]([C:29]4[CH:34]=[CH:33][CH:32]=[CH:31][CH:30]=4)[NH:24][C:25]3=[O:28])=[CH:20][CH:19]=2)[CH2:14][CH2:13][O:12][CH2:11][CH2:10]1.C(=O)(O)[O-].[Na+]. (4) Given the product [Br:1][C:2]1[CH:3]=[CH:4][C:5]([CH2:10][OH:16])=[N:6][C:7]=1[O:8][CH3:9], predict the reactants needed to synthesize it. The reactants are: [Br:1][C:2]1[CH:3]=[CH:4][C:5]([CH2:10]C(OC)=O)=[N:6][C:7]=1[O:8][CH3:9].C([O-])(O)=[O:16].[Na+]. (5) Given the product [CH3:1][C:2]1[O:3][C:4]([C:7]2[CH:8]=[CH:9][C:10]3[O:14][CH:13]=[C:12]([C:15]4[CH:16]=[CH:17][C:18]([O:21][CH2:22][CH2:23][S:24]([CH3:25])=[O:31])=[CH:19][CH:20]=4)[C:11]=3[CH:26]=2)=[N:5][N:6]=1, predict the reactants needed to synthesize it. The reactants are: [CH3:1][C:2]1[O:3][C:4]([C:7]2[CH:8]=[CH:9][C:10]3[O:14][CH:13]=[C:12]([C:15]4[CH:20]=[CH:19][C:18]([O:21][CH2:22][CH2:23][S:24][CH3:25])=[CH:17][CH:16]=4)[C:11]=3[CH:26]=2)=[N:5][N:6]=1.CN(C)C(=[O:31])C.ClC1C=CC=C(C(OO)=O)C=1.S([O-])([O-])(=O)=S.[Na+].[Na+]. (6) Given the product [CH3:29][O:28][C:26](=[O:27])[CH2:25][CH2:24][CH2:23][S:21][C:13]1[N:14]=[C:15]2[CH:20]=[CH:19][CH:18]=[CH:17][N:16]2[C:12]=1[CH2:11][C:9]1[C:10]2[C:2]([CH3:1])=[CH:3][CH:4]=[CH:5][C:6]=2[S:7][CH:8]=1, predict the reactants needed to synthesize it. The reactants are: [CH3:1][C:2]1[C:10]2[C:9]([CH2:11][CH:12]3[N:16]4[CH:17]=[CH:18][CH:19]=[CH:20][C:15]4=[N:14][C:13]3=[S:21])=[CH:8][S:7][C:6]=2[CH:5]=[CH:4][CH:3]=1.Br[CH2:23][CH2:24][CH2:25][C:26]([O:28][CH3:29])=[O:27].C(=O)([O-])[O-].[K+].[K+]. (7) The reactants are: [CH2:1]([S:8][C:9]1[CH:10]=[CH:11][C:12]([F:18])=[C:13]([C:15](=[O:17])[CH3:16])[CH:14]=1)[C:2]1[CH:7]=[CH:6][CH:5]=[CH:4][CH:3]=1.CO[C:21](OC)([N:23]([CH3:25])[CH3:24])[CH3:22]. Given the product [CH2:1]([S:8][C:9]1[CH:10]=[CH:11][C:12]([F:18])=[C:13]([C:15](=[O:17])/[CH:16]=[C:21](/[N:23]([CH3:25])[CH3:24])\[CH3:22])[CH:14]=1)[C:2]1[CH:3]=[CH:4][CH:5]=[CH:6][CH:7]=1, predict the reactants needed to synthesize it. (8) Given the product [CH3:20][S:21]([O:1][CH2:2][CH2:3][C@H:4]1[C:9]2[CH:10]=[CH:11][C:12]([N:14]3[CH2:18][CH2:17][NH:44][C:15]3=[O:16])=[CH:13][C:8]=2[CH2:7][CH2:6][O:5]1)(=[O:23])=[O:22], predict the reactants needed to synthesize it. The reactants are: [OH:1][CH2:2][CH2:3][C@H:4]1[C:9]2[CH:10]=[CH:11][C:12]([N:14]3[CH2:18][CH2:17][O:16][C:15]3=O)=[CH:13][C:8]=2[CH2:7][CH2:6][O:5]1.[CH3:20][S:21](Cl)(=[O:23])=[O:22].CS(OCC[C@H]1C2C=CC(C([NH2:44])=O)=CC=2CCO1)(=O)=O. (9) The reactants are: [CH2:1]([O:3][C:4](=[O:42])[CH2:5][CH2:6][CH2:7][O:8][C:9]1[CH:14]=[CH:13][CH:12]=[C:11]([CH2:15][CH2:16][CH2:17][CH2:18][CH2:19][CH2:20][O:21][C:22]2[CH:27]=[C:26]([CH2:28]OS(C)(=O)=O)[CH:25]=[C:24]([Br:34])[CH:23]=2)[C:10]=1[CH2:35][CH2:36][C:37]([O:39][CH2:40][CH3:41])=[O:38])[CH3:2].[C-:43]#[N:44].[K+]. Given the product [CH2:1]([O:3][C:4](=[O:42])[CH2:5][CH2:6][CH2:7][O:8][C:9]1[CH:14]=[CH:13][CH:12]=[C:11]([CH2:15][CH2:16][CH2:17][CH2:18][CH2:19][CH2:20][O:21][C:22]2[CH:27]=[C:26]([CH2:28][C:43]#[N:44])[CH:25]=[C:24]([Br:34])[CH:23]=2)[C:10]=1[CH2:35][CH2:36][C:37]([O:39][CH2:40][CH3:41])=[O:38])[CH3:2], predict the reactants needed to synthesize it.